Dataset: Full USPTO retrosynthesis dataset with 1.9M reactions from patents (1976-2016). Task: Predict the reactants needed to synthesize the given product. (1) Given the product [Cl:34][C:31]1[CH:30]=[CH:29][C:28]([N:9]2[C:10](=[O:27])[C:11]3[CH:16]=[N:15][N:14]([C:17]4[CH:18]=[C:19]([S:23]([NH2:26])(=[O:24])=[O:25])[CH:20]=[CH:21][CH:22]=4)[C:12]=3[N:13]=[C:8]2[C:5]2[CH:6]=[CH:7][C:2]([B:35]3[O:39][C:38]([CH3:41])([CH3:40])[C:37]([CH3:43])([CH3:42])[O:36]3)=[CH:3][CH:4]=2)=[CH:33][CH:32]=1, predict the reactants needed to synthesize it. The reactants are: Br[C:2]1[CH:7]=[CH:6][C:5]([C:8]2[N:9]([C:28]3[CH:33]=[CH:32][C:31]([Cl:34])=[CH:30][CH:29]=3)[C:10](=[O:27])[C:11]3[CH:16]=[N:15][N:14]([C:17]4[CH:18]=[C:19]([S:23]([NH2:26])(=[O:25])=[O:24])[CH:20]=[CH:21][CH:22]=4)[C:12]=3[N:13]=2)=[CH:4][CH:3]=1.[B:35]1([B:35]2[O:39][C:38]([CH3:41])([CH3:40])[C:37]([CH3:43])([CH3:42])[O:36]2)[O:39][C:38]([CH3:41])([CH3:40])[C:37]([CH3:43])([CH3:42])[O:36]1.C([O-])(=O)C.[K+]. (2) Given the product [C:10]1([C:6]2[NH:7][C:8]3[C:4](=[N:3][CH:2]=[N:1][CH:9]=3)[N:5]=2)[CH:15]=[CH:14][CH:13]=[CH:12][CH:11]=1, predict the reactants needed to synthesize it. The reactants are: [N:1]1[CH:9]=[C:8]2[C:4]([N:5]=[CH:6][NH:7]2)=[N:3][CH:2]=1.[C:10]1(N2C=NC3C2=NC(C#N)=NC=3)[CH:15]=[CH:14][CH:13]=[CH:12][CH:11]=1. (3) The reactants are: Br[C:2]1[CH:3]=[N:4][C:5]([NH:8][CH2:9][CH2:10][N:11]2[CH2:16][CH2:15][O:14][CH2:13][CH2:12]2)=[N:6][CH:7]=1.C1(P(C2C=CC=CC=2)C2C=CC=CC=2)C=CC=CC=1.[C:36]([C:38]1[CH:39]=[C:40]([NH2:45])[CH:41]=[CH:42][C:43]=1[CH3:44])#[CH:37].N1CCCCC1. Given the product [NH2:45][C:40]1[CH:41]=[CH:42][C:43]([CH3:44])=[C:38]([C:36]#[C:37][C:2]2[CH:3]=[N:4][C:5]([NH:8][CH2:9][CH2:10][N:11]3[CH2:16][CH2:15][O:14][CH2:13][CH2:12]3)=[N:6][CH:7]=2)[CH:39]=1, predict the reactants needed to synthesize it. (4) Given the product [C:1]([O:5][C:6](=[O:34])[N:7]([CH2:9][C:10]1[CH:14]=[C:13]([C:15]2[CH:20]=[CH:19][CH:18]=[C:17]([C:21]#[N:22])[C:16]=2[F:24])[N:12]([S:25]([C:28]2[CH:29]=[N:30][CH:31]=[CH:32][CH:33]=2)(=[O:26])=[O:27])[CH:11]=1)[CH3:8])([CH3:4])([CH3:2])[CH3:3], predict the reactants needed to synthesize it. The reactants are: [C:1]([O:5][C:6](=[O:34])[N:7]([CH2:9][C:10]1[CH:14]=[C:13]([C:15]2[CH:20]=[CH:19][CH:18]=[C:17]([CH:21]=[N:22]O)[C:16]=2[F:24])[N:12]([S:25]([C:28]2[CH:29]=[N:30][CH:31]=[CH:32][CH:33]=2)(=[O:27])=[O:26])[CH:11]=1)[CH3:8])([CH3:4])([CH3:3])[CH3:2].C(N(CC)CC)C.CS(Cl)(=O)=O.O. (5) Given the product [F:21][C@@H:19]1[CH2:20][N:16]([C:14](=[O:15])[CH2:13][NH:12][C:7]23[CH2:6][CH2:5][C:4]([C:1]([NH:28][CH2:27][CH2:26][O:25][CH3:24])=[O:3])([CH2:9][CH2:8]2)[CH2:11][CH2:10]3)[C@H:17]([C:22]#[N:23])[CH2:18]1, predict the reactants needed to synthesize it. The reactants are: [C:1]([C:4]12[CH2:11][CH2:10][C:7]([NH:12][CH2:13][C:14]([N:16]3[CH2:20][C@@H:19]([F:21])[CH2:18][C@H:17]3[C:22]#[N:23])=[O:15])([CH2:8][CH2:9]1)[CH2:6][CH2:5]2)([OH:3])=O.[CH3:24][O:25][CH2:26][CH2:27][NH2:28]. (6) The reactants are: Br[C:2]1[N:3]=[C:4]2[C:10]([C:11]([NH:13][C:14]([CH3:17])([CH3:16])[CH3:15])=[O:12])=[CH:9][N:8]([CH2:18][O:19][CH2:20][CH2:21][Si:22]([CH3:25])([CH3:24])[CH3:23])[C:5]2=[N:6][CH:7]=1.Cl.[CH3:27][N:28]1[CH:32]=[C:31]([NH2:33])[CH:30]=[N:29]1.CC(C)([O-])C.[Na+].CN(C=O)C. Given the product [C:14]([NH:13][C:11]([C:10]1[C:4]2[C:5](=[N:6][CH:7]=[C:2]([NH:33][C:31]3[CH:30]=[N:29][N:28]([CH3:27])[CH:32]=3)[N:3]=2)[N:8]([CH2:18][O:19][CH2:20][CH2:21][Si:22]([CH3:25])([CH3:24])[CH3:23])[CH:9]=1)=[O:12])([CH3:17])([CH3:16])[CH3:15], predict the reactants needed to synthesize it. (7) Given the product [CH2:25]([C:8]1[C:7]2[C:6]([N:5]3[C:4]4[CH:15]=[CH:16][CH:17]=[CH:18][C:3]=4[C:2](=[O:1])[NH:10][C:9]=13)=[CH:14][CH:13]=[CH:12][CH:11]=2)[CH3:26], predict the reactants needed to synthesize it. The reactants are: [O:1]=[C:2]1[CH:8]([C:9]#[N:10])[C:7]2[CH:11]=[CH:12][CH:13]=[CH:14][C:6]=2[NH:5][C:4]2[CH:15]=[CH:16][CH:17]=[CH:18][C:3]1=2.C(=O)([O-])[O-].[K+].[K+].[CH2:25](I)[CH3:26]. (8) Given the product [N+:1]([C:4]1[CH:12]=[CH:11][C:7]2[N:8]([S:25]([C:22]3[CH:23]=[CH:24][C:19]([CH3:29])=[CH:20][CH:21]=3)(=[O:27])=[O:26])[CH:9]=[N:10][C:6]=2[CH:5]=1)([O-:3])=[O:2], predict the reactants needed to synthesize it. The reactants are: [N+:1]([C:4]1[CH:12]=[CH:11][C:7]2[N:8]=[CH:9][NH:10][C:6]=2[CH:5]=1)([O-:3])=[O:2].C([O-])([O-])=O.[K+].[K+].[C:19]1([CH3:29])[CH:24]=[CH:23][C:22]([S:25](Cl)(=[O:27])=[O:26])=[CH:21][CH:20]=1. (9) The reactants are: [CH:1]1[CH:6]=[CH:5][C:4]([O:7][C:8]2[C:13]([NH2:14])=[CH:12][CH:11]=[CH:10][CH:9]=2)=[CH:3][CH:2]=1.[CH3:15][O:16][C:17]1[CH:24]=[C:23]([O:25][CH3:26])[CH:22]=[CH:21][C:18]=1[CH:19]=O.C(Cl)(Cl)Cl. Given the product [CH3:15][O:16][C:17]1[CH:24]=[C:23]([O:25][CH3:26])[CH:22]=[CH:21][C:18]=1[CH2:19][NH:14][C:13]1[CH:12]=[CH:11][CH:10]=[CH:9][C:8]=1[O:7][C:4]1[CH:5]=[CH:6][CH:1]=[CH:2][CH:3]=1, predict the reactants needed to synthesize it.